From a dataset of Full USPTO retrosynthesis dataset with 1.9M reactions from patents (1976-2016). Predict the reactants needed to synthesize the given product. (1) Given the product [CH3:18][O:17][C:11]1[CH:12]=[CH:13][C:14]([NH:16][C:34](=[O:35])[C:33]2[CH:37]=[C:29]([CH2:28][NH:27][C:25]([O:24][C:20]([CH3:21])([CH3:23])[CH3:22])=[O:26])[CH:30]=[CH:31][C:32]=2[Cl:38])=[CH:15][C:10]=1[C:9]([NH:8][C:5]1[CH:4]=[CH:3][C:2]([Br:1])=[CH:7][CH:6]=1)=[O:19], predict the reactants needed to synthesize it. The reactants are: [Br:1][C:2]1[CH:7]=[CH:6][C:5]([NH:8][C:9](=[O:19])[C:10]2[CH:15]=[C:14]([NH2:16])[CH:13]=[CH:12][C:11]=2[O:17][CH3:18])=[CH:4][CH:3]=1.[C:20]([O:24][C:25]([NH:27][CH2:28][C:29]1[CH:30]=[CH:31][C:32]([Cl:38])=[C:33]([CH:37]=1)[C:34](O)=[O:35])=[O:26])([CH3:23])([CH3:22])[CH3:21].CN(C(ON1N=NC2C=CC=CC1=2)=[N+](C)C)C.[B-](F)(F)(F)F. (2) Given the product [O:1]([C:2]1[CH:3]=[CH:4][CH:5]=[C:6]2[C:10]=1[C:9](=[O:11])[CH:8]([CH3:12])[CH2:7]2)[Si:22]([C:18]([CH3:21])([CH3:20])[CH3:19])([CH3:25])[CH3:24], predict the reactants needed to synthesize it. The reactants are: [OH:1][C:2]1[CH:3]=[CH:4][CH:5]=[C:6]2[C:10]=1[C:9](=[O:11])[CH:8]([CH3:12])[CH2:7]2.N1C=CN=C1.[C:18]([Si:22]([CH3:25])([CH3:24])Cl)([CH3:21])([CH3:20])[CH3:19].O. (3) Given the product [CH3:11][C:8]1[C:4]2[N:5]=[CH:6][N:7]=[C:2]([NH2:13])[C:3]=2[S:10][CH:9]=1, predict the reactants needed to synthesize it. The reactants are: Cl[C:2]1[C:3]2[S:10][CH:9]=[C:8]([CH3:11])[C:4]=2[N:5]=[CH:6][N:7]=1.[OH-].[NH4+:13]. (4) Given the product [CH3:1][C:2]1([CH3:24])[C@@H:4]([C:5]([NH:7]/[C:8](/[C:21]([O-:23])=[O:22])=[CH:9]\[CH2:10][CH2:11][CH2:12][CH2:13][S:14][CH2:15][C@H:16]([NH2:20])[C:17]([OH:19])=[O:18])=[O:6])[CH2:3]1.[Na+:27], predict the reactants needed to synthesize it. The reactants are: [CH3:1][C:2]1([CH3:24])[C@@H:4]([C:5]([NH:7]/[C:8](/[C:21]([OH:23])=[O:22])=[CH:9]\[CH2:10][CH2:11][CH2:12][CH2:13][S:14][CH2:15][C@H:16]([NH2:20])[C:17]([OH:19])=[O:18])=[O:6])[CH2:3]1.C[O-].[Na+:27]. (5) Given the product [CH:32]([C:31]1[N:28]=[C:27]([N:24]2[CH2:25][CH2:26][CH:21]([O:20][C:17]3[CH:18]=[N:19][C:14]([N:10]4[C:11]5[C:7](=[CH:6][C:5]([S:2]([CH3:1])(=[O:4])=[O:3])=[CH:13][CH:12]=5)[CH:8]=[CH:9]4)=[CH:15][CH:16]=3)[CH2:22][CH2:23]2)[O:29][N:30]=1)([CH3:34])[CH3:33], predict the reactants needed to synthesize it. The reactants are: [CH3:1][S:2]([C:5]1[CH:6]=[C:7]2[C:11](=[CH:12][CH:13]=1)[N:10]([C:14]1[N:19]=[CH:18][C:17]([O:20][CH:21]3[CH2:26][CH2:25][N:24]([C:27]#[N:28])[CH2:23][CH2:22]3)=[CH:16][CH:15]=1)[CH:9]=[CH:8]2)(=[O:4])=[O:3].[OH:29][NH:30][C:31](=N)[CH:32]([CH3:34])[CH3:33]. (6) Given the product [CH3:1][NH:2][C:3]([C:5]1[C:13]2[C:8](=[CH:9][CH:10]=[C:11]([NH:14][C:15]([CH:17]3[CH2:21][CH2:20][N:19]([CH2:22][C:23](=[O:25])[N:65]4[CH2:66][CH2:67][N:62]([C:68]5[S:69][C:70]([C:73]6[N:78]=[CH:77][CH:76]=[CH:75][N:74]=6)=[CH:71][N:72]=5)[CH2:63][CH2:64]4)[CH2:18]3)=[O:16])[CH:12]=2)[NH:7][N:6]=1)=[O:4], predict the reactants needed to synthesize it. The reactants are: [CH3:1][NH:2][C:3]([C:5]1[C:13]2[C:8](=[CH:9][CH:10]=[C:11]([NH:14][C:15]([CH:17]3[CH2:21][CH2:20][N:19]([CH2:22][C:23]([OH:25])=O)[CH2:18]3)=[O:16])[CH:12]=2)[NH:7][N:6]=1)=[O:4].CNC(C1C2C(=CC=C(N)C=2)NN=1)=O.C1C=CC2N(O)N=NC=2C=1.CCN=C=NCCCN(C)C.Cl.[N:62]1([C:68]2[S:69][C:70]([C:73]3[N:78]=[CH:77][CH:76]=[CH:75][N:74]=3)=[CH:71][N:72]=2)[CH2:67][CH2:66][NH:65][CH2:64][CH2:63]1.CCN(C(C)C)C(C)C.